Predict which catalyst facilitates the given reaction. From a dataset of Catalyst prediction with 721,799 reactions and 888 catalyst types from USPTO. (1) Reactant: C([O:3][C:4]([CH:6]1[CH2:8][CH:7]1[CH2:9][CH2:10][C@@H:11]1[N:16]([S:17]([C:20]2[CH:25]=[CH:24][CH:23]=[CH:22][CH:21]=2)(=[O:19])=[O:18])[CH2:15][CH2:14][N:13]([C:26]([O:28][CH2:29][C:30]2[CH:35]=[CH:34][CH:33]=[CH:32][CH:31]=2)=[O:27])[CH2:12]1)=[O:5])C.[OH-].[Na+]. Product: [CH2:29]([O:28][C:26]([N:13]1[CH2:14][CH2:15][N:16]([S:17]([C:20]2[CH:21]=[CH:22][CH:23]=[CH:24][CH:25]=2)(=[O:19])=[O:18])[C@@H:11]([CH2:10][CH2:9][CH:7]2[CH2:8][CH:6]2[C:4]([OH:5])=[O:3])[CH2:12]1)=[O:27])[C:30]1[CH:35]=[CH:34][CH:33]=[CH:32][CH:31]=1. The catalyst class is: 14. (2) Reactant: C(OC(=O)[NH:7][CH:8]([C:10]1[CH:15]=[CH:14][C:13]([NH:16][S:17]([CH3:20])(=[O:19])=[O:18])=[C:12]([C:21]#[C:22][C:23]2[CH:28]=[CH:27][CH:26]=[CH:25][CH:24]=2)[CH:11]=1)[CH3:9])(C)(C)C.FC(F)(F)C(O)=O. Product: [CH3:20][S:17]([NH:16][C:13]1[CH:14]=[CH:15][C:10]([CH:8]([NH2:7])[CH3:9])=[CH:11][C:12]=1[C:21]#[C:22][C:23]1[CH:28]=[CH:27][CH:26]=[CH:25][CH:24]=1)(=[O:19])=[O:18]. The catalyst class is: 2. (3) Reactant: [C:1]([N:5]1[CH2:10][CH2:9][CH:8]([S:11][C:12]2[CH:13]=[CH:14][C:15]3[O:24][CH2:23][CH2:22][N:21]4[C:17](=[N:18][C:19]([C:25]5[N:26]([CH:30]([CH3:32])[CH3:31])[N:27]=[CH:28][N:29]=5)=[CH:20]4)[C:16]=3[CH:33]=2)[CH2:7][CH2:6]1)([CH3:4])([CH3:3])[CH3:2].C(O)(C(F)(F)F)=[O:35].C1C=C(Cl)C=C(C(OO)=O)C=1. Product: [C:1]([N:5]1[CH2:10][CH2:9][CH:8]([S:11]([C:12]2[CH:13]=[CH:14][C:15]3[O:24][CH2:23][CH2:22][N:21]4[CH:20]=[C:19]([C:25]5[N:26]([CH:30]([CH3:31])[CH3:32])[N:27]=[CH:28][N:29]=5)[N:18]=[C:17]4[C:16]=3[CH:33]=2)=[O:35])[CH2:7][CH2:6]1)([CH3:4])([CH3:2])[CH3:3]. The catalyst class is: 2. (4) Reactant: [NH2:1][CH2:2][C:3]1[CH:8]=[CH:7][C:6]([C:9]([CH3:15])([CH3:14])[C:10]([O:12][CH3:13])=[O:11])=[CH:5][CH:4]=1.[C:16](Cl)(=[O:18])[CH3:17]. Product: [C:16]([NH:1][CH2:2][C:3]1[CH:4]=[CH:5][C:6]([C:9]([CH3:15])([CH3:14])[C:10]([O:12][CH3:13])=[O:11])=[CH:7][CH:8]=1)(=[O:18])[CH3:17]. The catalyst class is: 6. (5) Reactant: [F:1][CH:2]([F:14])[O:3][C:4]1[CH:12]=[CH:11][CH:10]=[C:9]([F:13])[C:5]=1[C:6]([OH:8])=O.C(Cl)(=O)C(Cl)=O.[NH2:21][C:22]1[N:26]([C:27]2[CH:32]=[CH:31][C:30]([F:33])=[CH:29][CH:28]=2)[N:25]=[CH:24][C:23]=1[C:34]([NH:36][CH2:37][C:38]([CH2:44][NH2:45])([OH:43])[C:39]([F:42])([F:41])[F:40])=[O:35].C(N(C(C)C)CC)(C)C. Product: [NH2:21][C:22]1[N:26]([C:27]2[CH:28]=[CH:29][C:30]([F:33])=[CH:31][CH:32]=2)[N:25]=[CH:24][C:23]=1[C:34]([NH:36][CH2:37][C:38]([CH2:44][NH:45][C:6]([C:5]1[C:9]([F:13])=[CH:10][CH:11]=[CH:12][C:4]=1[O:3][CH:2]([F:1])[F:14])=[O:8])([OH:43])[C:39]([F:42])([F:41])[F:40])=[O:35]. The catalyst class is: 213.